The task is: Regression. Given two drug SMILES strings and cell line genomic features, predict the synergy score measuring deviation from expected non-interaction effect.. This data is from NCI-60 drug combinations with 297,098 pairs across 59 cell lines. (1) Drug 1: CC=C1C(=O)NC(C(=O)OC2CC(=O)NC(C(=O)NC(CSSCCC=C2)C(=O)N1)C(C)C)C(C)C. Drug 2: CCC1(C2=C(COC1=O)C(=O)N3CC4=CC5=C(C=CC(=C5CN(C)C)O)N=C4C3=C2)O.Cl. Cell line: SNB-75. Synergy scores: CSS=60.7, Synergy_ZIP=-5.50, Synergy_Bliss=-3.17, Synergy_Loewe=-13.4, Synergy_HSA=-0.797. (2) Drug 1: C1=CN(C(=O)N=C1N)C2C(C(C(O2)CO)O)O.Cl. Synergy scores: CSS=53.8, Synergy_ZIP=0.0920, Synergy_Bliss=0.405, Synergy_Loewe=-55.9, Synergy_HSA=0.879. Cell line: HL-60(TB). Drug 2: C(CC(=O)O)C(=O)CN.Cl. (3) Drug 2: CCCCC(=O)OCC(=O)C1(CC(C2=C(C1)C(=C3C(=C2O)C(=O)C4=C(C3=O)C=CC=C4OC)O)OC5CC(C(C(O5)C)O)NC(=O)C(F)(F)F)O. Drug 1: CC12CCC3C(C1CCC2=O)CC(=C)C4=CC(=O)C=CC34C. Cell line: K-562. Synergy scores: CSS=47.2, Synergy_ZIP=-0.448, Synergy_Bliss=-3.53, Synergy_Loewe=-5.27, Synergy_HSA=-4.09. (4) Drug 1: CN(C)C1=NC(=NC(=N1)N(C)C)N(C)C. Drug 2: CC1=C(C=C(C=C1)NC(=O)C2=CC=C(C=C2)CN3CCN(CC3)C)NC4=NC=CC(=N4)C5=CN=CC=C5. Cell line: MALME-3M. Synergy scores: CSS=-6.15, Synergy_ZIP=3.19, Synergy_Bliss=0.537, Synergy_Loewe=-6.18, Synergy_HSA=-5.57. (5) Drug 1: CC1=C(C=C(C=C1)C(=O)NC2=CC(=CC(=C2)C(F)(F)F)N3C=C(N=C3)C)NC4=NC=CC(=N4)C5=CN=CC=C5. Drug 2: C1C(C(OC1N2C=NC(=NC2=O)N)CO)O. Cell line: T-47D. Synergy scores: CSS=1.30, Synergy_ZIP=3.00, Synergy_Bliss=6.35, Synergy_Loewe=1.96, Synergy_HSA=1.11. (6) Drug 1: C1=CC(=CC=C1C#N)C(C2=CC=C(C=C2)C#N)N3C=NC=N3. Drug 2: C(CCl)NC(=O)N(CCCl)N=O. Cell line: HCC-2998. Synergy scores: CSS=8.16, Synergy_ZIP=2.45, Synergy_Bliss=5.48, Synergy_Loewe=-7.61, Synergy_HSA=-0.155. (7) Cell line: RPMI-8226. Drug 2: CC1C(C(CC(O1)OC2CC(OC(C2O)C)OC3=CC4=CC5=C(C(=O)C(C(C5)C(C(=O)C(C(C)O)O)OC)OC6CC(C(C(O6)C)O)OC7CC(C(C(O7)C)O)OC8CC(C(C(O8)C)O)(C)O)C(=C4C(=C3C)O)O)O)O. Drug 1: C1CN1C2=NC(=NC(=N2)N3CC3)N4CC4. Synergy scores: CSS=40.1, Synergy_ZIP=0.362, Synergy_Bliss=0.999, Synergy_Loewe=-5.95, Synergy_HSA=0.422. (8) Drug 1: CC1CCC2CC(C(=CC=CC=CC(CC(C(=O)C(C(C(=CC(C(=O)CC(OC(=O)C3CCCCN3C(=O)C(=O)C1(O2)O)C(C)CC4CCC(C(C4)OC)O)C)C)O)OC)C)C)C)OC. Drug 2: CS(=O)(=O)OCCCCOS(=O)(=O)C. Cell line: HCT-15. Synergy scores: CSS=1.95, Synergy_ZIP=-6.18, Synergy_Bliss=-9.46, Synergy_Loewe=-9.56, Synergy_HSA=-9.43.